This data is from Catalyst prediction with 721,799 reactions and 888 catalyst types from USPTO. The task is: Predict which catalyst facilitates the given reaction. (1) Reactant: [SH:1][C:2]1[S:3][C:4]2[CH:10]=[C:9]([N:11]([CH2:15][CH2:16][CH3:17])[C:12](Cl)=[O:13])[CH:8]=[CH:7][C:5]=2[N:6]=1.[CH3:18][NH:19][CH2:20][CH2:21][C:22]1[CH:27]=[CH:26][CH:25]=[CH:24][CH:23]=1. Product: [SH:1][C:2]1[S:3][C:4]2[CH:10]=[C:9]([N:11]([CH2:15][CH2:16][CH3:17])[C:12]([N:19]([CH3:18])[CH2:20][CH2:21][C:22]3[CH:27]=[CH:26][CH:25]=[CH:24][CH:23]=3)=[O:13])[CH:8]=[CH:7][C:5]=2[N:6]=1. The catalyst class is: 17. (2) Reactant: C([Si](C)(C)[O:6][C:7]1[C:8](=O)[C:9](=[CH:13]N(C)C)[CH2:10][CH2:11][CH:12]=1)(C)(C)C.[NH:20]([C:24]1[CH:25]=[C:26]([S:30]([NH2:33])(=[O:32])=[O:31])[CH:27]=[CH:28][CH:29]=1)[C:21]([NH2:23])=[NH:22].C(=O)([O-])[O-].[K+].[K+]. Product: [OH:6][C:7]1[C:8]2[N:23]=[C:21]([NH:20][C:24]3[CH:25]=[C:26]([S:30]([NH2:33])(=[O:31])=[O:32])[CH:27]=[CH:28][CH:29]=3)[N:22]=[CH:13][C:9]=2[CH2:10][CH2:11][CH:12]=1. The catalyst class is: 44. (3) Reactant: C([O:9][C@H:10]1[C@:14]([F:16])([CH3:15])[CH:13]([O:17][CH3:18])[O:12][C@@H:11]1[CH2:19][OH:20])(=O)C1C=CC=CC=1.CO. Product: [F:16][C@@:14]1([CH3:15])[CH:13]([O:17][CH3:18])[O:12][C@H:11]([CH2:19][OH:20])[C@H:10]1[OH:9]. The catalyst class is: 328. (4) The catalyst class is: 2. Product: [CH:1]1([CH2:7][C:8]2[CH:9]=[C:10]([C:13]([O:15][CH3:16])=[O:14])[NH:11][CH:12]=2)[CH2:2][CH2:3][CH2:4][CH2:5][CH2:6]1. Reactant: [CH:1]1([CH:7](O)[C:8]2[CH:9]=[C:10]([C:13]([O:15][CH3:16])=[O:14])[NH:11][CH:12]=2)[CH2:6][CH2:5][CH2:4][CH2:3][CH2:2]1.[SiH](CC)(CC)CC.C(O)(C(F)(F)F)=O. (5) Reactant: Br[C:2]1[C:3]([NH2:23])=[N:4][CH:5]=[C:6]([C@H:8]2[CH2:13][CH2:12][C@H:11]([O:14][Si:15]([C:18]([CH3:21])([CH3:20])[CH3:19])([CH3:17])[CH3:16])[C@@H:10]([F:22])[CH2:9]2)[N:7]=1.[F:24][C:25]1[CH:37]=[C:36](B2OC(C)(C)C(C)(C)O2)[CH:35]=[CH:34][C:26]=1[C:27]([O:29][C:30]([CH3:33])([CH3:32])[CH3:31])=[O:28].C([O-])([O-])=O.[Na+].[Na+].C(Cl)Cl. Product: [NH2:23][C:3]1[C:2]([C:36]2[CH:35]=[CH:34][C:26]([C:27]([O:29][C:30]([CH3:33])([CH3:31])[CH3:32])=[O:28])=[C:25]([F:24])[CH:37]=2)=[N:7][C:6]([C@H:8]2[CH2:13][CH2:12][C@H:11]([O:14][Si:15]([C:18]([CH3:21])([CH3:20])[CH3:19])([CH3:17])[CH3:16])[C@@H:10]([F:22])[CH2:9]2)=[CH:5][N:4]=1. The catalyst class is: 438. (6) Reactant: [CH2:1]([N:3]1[C:11]2[C:6](=[CH:7][CH:8]=[CH:9][CH:10]=2)[C:5]([CH:12]=[CH:13][N+:14]([O-])=O)=[CH:4]1)[CH3:2].[H-].[H-].[H-].[H-].[Li+].[Al+3]. Product: [CH2:1]([N:3]1[C:11]2[C:6](=[CH:7][CH:8]=[CH:9][CH:10]=2)[C:5]([CH2:12][CH2:13][NH2:14])=[CH:4]1)[CH3:2]. The catalyst class is: 1. (7) Reactant: [CH2:1]([N:8]1[C:17](=[O:18])[C:16]2[C:11](=[N:12][CH:13]=[CH:14][N:15]=2)[N:10]=[C:9]1[CH:19](Br)[CH:20]([CH3:22])[CH3:21])[C:2]1[CH:7]=[CH:6][CH:5]=[CH:4][CH:3]=1.[N-:24]=[N+:25]=[N-:26].[Na+]. Product: [N:24]([CH:19]([C:9]1[N:8]([CH2:1][C:2]2[CH:7]=[CH:6][CH:5]=[CH:4][CH:3]=2)[C:17](=[O:18])[C:16]2[C:11](=[N:12][CH:13]=[CH:14][N:15]=2)[N:10]=1)[CH:20]([CH3:22])[CH3:21])=[N+:25]=[N-:26]. The catalyst class is: 3. (8) Reactant: [Br:1][CH2:2][C:3]([C:5]1[CH:15]=[CH:14][C:8]([C:9]([O:11][CH2:12][CH3:13])=[O:10])=[CH:7][CH:6]=1)=[O:4].[C:16]1([P:22]([C:29]2[CH:34]=[CH:33][CH:32]=[CH:31][CH:30]=2)[C:23]2[CH:28]=[CH:27][CH:26]=[CH:25][CH:24]=2)[CH:21]=[CH:20][CH:19]=[CH:18][CH:17]=1.CC#N. Product: [Br-:1].[CH2:12]([O:11][C:9]([C:8]1[CH:14]=[CH:15][C:5]([C:3](=[O:4])[CH2:2][P+:22]([C:23]2[CH:24]=[CH:25][CH:26]=[CH:27][CH:28]=2)([C:29]2[CH:34]=[CH:33][CH:32]=[CH:31][CH:30]=2)[C:16]2[CH:17]=[CH:18][CH:19]=[CH:20][CH:21]=2)=[CH:6][CH:7]=1)=[O:10])[CH3:13]. The catalyst class is: 17. (9) Reactant: [ClH:1].[NH2:2][C@@H:3]([CH3:9])[C:4]([O:6][CH2:7][CH3:8])=[O:5].[P:10](Cl)(Cl)(=[O:18])[O:11][C:12]1[CH:17]=[CH:16][CH:15]=[CH:14][CH:13]=1.C(N(CC)CC)C. Product: [Cl:1][C:13]1[CH:14]=[CH:15][CH:16]=[CH:17][C:12]=1[O:11][P:10](=[N:2][C@@H:3]([CH3:9])[C:4]([O:6][CH2:7][CH3:8])=[O:5])=[O:18]. The catalyst class is: 2.